This data is from Experimentally validated miRNA-target interactions with 360,000+ pairs, plus equal number of negative samples. The task is: Binary Classification. Given a miRNA mature sequence and a target amino acid sequence, predict their likelihood of interaction. The miRNA is hsa-miR-8059 with sequence GGGGAACUGUAGAUGAAAAGGC. The protein sequence of the target gene is MNDTEKPADTPSEEEDFGDPRTYDPDFKGPVANRSCTDVLCCMIFLLCIIGYIVLGLVAWVHGDPRRAAYPTDSQGHFCGQKGTPNENKTILFYFNLLRCTSPSVLLNLQCPTTQICVSKCPEKFLTYVEMQLLYTKDKSYWEDYRQFCKTTAKPVKSLTQLLLDDDCPTAIFPSKPFLQRCFPDFSTKNGTLTIGSKMMFQDGNGGTRSVVELGIAANGINKLLDAKSLGLKVFEDYARTWYWILIGLTIAMVLSWIFLILLRFIAGCLFWVFMIGVIGIIGYGIWHCYQQYTNLQERP.... Result: 0 (no interaction).